This data is from Forward reaction prediction with 1.9M reactions from USPTO patents (1976-2016). The task is: Predict the product of the given reaction. (1) Given the reactants [O:1]=[C:2]1[NH:6][C:5](=[O:7])[CH:4]([CH2:8][C:9]2[CH:21]=[CH:20][C:12]([O:13][CH2:14][C:15]([O:17]CC)=[O:16])=[CH:11][CH:10]=2)[S:3]1.C([O-])([O-])=O.[Na+].[Na+], predict the reaction product. The product is: [O:1]=[C:2]1[NH:6][C:5](=[O:7])[CH:4]([CH2:8][C:9]2[CH:21]=[CH:20][C:12]([O:13][CH2:14][C:15]([OH:17])=[O:16])=[CH:11][CH:10]=2)[S:3]1. (2) Given the reactants [N:1]1[C:10]2[CH:9]([NH:11][CH2:12][CH2:13][CH2:14][CH2:15][NH:16]C(=O)OC(C)(C)C)[CH2:8][CH2:7][CH2:6][C:5]=2[CH:4]=[CH:3][CH:2]=1.[CH3:24][C:25]1[CH:26]=[CH:27][C:28]2[N:29]([CH:31]=[C:32]([CH:34]=O)[N:33]=2)[CH:30]=1, predict the reaction product. The product is: [CH3:24][C:25]1[CH:26]=[CH:27][C:28]2[N:29]([CH:31]=[C:32]([CH2:34][N:11]([CH:9]3[C:10]4[N:1]=[CH:2][CH:3]=[CH:4][C:5]=4[CH2:6][CH2:7][CH2:8]3)[CH2:12][CH2:13][CH2:14][CH2:15][NH2:16])[N:33]=2)[CH:30]=1. (3) Given the reactants [NH2:1][C:2]1[N:7]=[CH:6][N:5]=[C:4]2[N:8]([CH2:18][C:19]3[N:28]([CH2:29][C:30]4[CH:35]=[CH:34][CH:33]=[CH:32][C:31]=4[Cl:36])[C:27](=[O:37])[C:26]4[C:21](=[CH:22][CH:23]=[CH:24][C:25]=4[C:38]#[C:39][Si](C(C)C)(C(C)C)C(C)C)[N:20]=3)[N:9]=[C:10]([C:11]3[CH:16]=[CH:15][CH:14]=[C:13]([OH:17])[CH:12]=3)[C:3]=12.[F-].C([N+](CCCC)(CCCC)CCCC)CCC, predict the reaction product. The product is: [NH2:1][C:2]1[N:7]=[CH:6][N:5]=[C:4]2[N:8]([CH2:18][C:19]3[N:28]([CH2:29][C:30]4[CH:35]=[CH:34][CH:33]=[CH:32][C:31]=4[Cl:36])[C:27](=[O:37])[C:26]4[C:21](=[CH:22][CH:23]=[CH:24][C:25]=4[C:38]#[CH:39])[N:20]=3)[N:9]=[C:10]([C:11]3[CH:16]=[CH:15][CH:14]=[C:13]([OH:17])[CH:12]=3)[C:3]=12. (4) Given the reactants [ClH:1].C(OC([NH:9][C@H:10]([C@@H:32]([OH:45])[CH2:33][C@H:34]([C:38](=[O:44])[NH:39][CH2:40][CH2:41][CH2:42][CH3:43])[CH:35]([CH3:37])[CH3:36])[CH2:11][C@@H:12]([CH:29]([CH3:31])[CH3:30])[CH2:13][NH:14][C:15](=[O:28])[C:16]1[CH:21]=[CH:20][CH:19]=[CH:18][C:17]=1[O:22][CH2:23][CH2:24][CH2:25][O:26][CH3:27])=O)(C)(C)C, predict the reaction product. The product is: [ClH:1].[NH2:9][C@H:10]([C@@H:32]([OH:45])[CH2:33][C@H:34]([C:38](=[O:44])[NH:39][CH2:40][CH2:41][CH2:42][CH3:43])[CH:35]([CH3:37])[CH3:36])[CH2:11][C@@H:12]([CH:29]([CH3:31])[CH3:30])[CH2:13][NH:14][C:15](=[O:28])[C:16]1[CH:21]=[CH:20][CH:19]=[CH:18][C:17]=1[O:22][CH2:23][CH2:24][CH2:25][O:26][CH3:27]. (5) Given the reactants C(OC1C=CC(C(C2C=CC=CC=2)=O)=CC=1)C=C.[CH3:19][SiH:20]([CH3:25])[O:21][SiH:22]([CH3:24])[CH3:23].C(OC1C=CC(C(C2C=CC=CC=2)=O)=CC=1)C=C.C1COCC1, predict the reaction product. The product is: [CH3:19][SiH:20]([CH3:25])[O:21][Si:22]([CH3:24])([CH3:23])[O:21][SiH:20]([CH3:25])[CH3:19]. (6) Given the reactants [CH3:1][C:2]([CH3:52])([CH2:10][C:11]([O:13][C@H:14]1[CH2:31][CH2:30][C@@:29]2([CH3:32])[C@@H:16]([CH2:17][CH2:18][C@:19]3([CH3:49])[C@@H:28]2[CH2:27][CH2:26][C@H:25]2[C@@:20]3([CH3:48])[CH2:21][CH2:22][C@@:23]3(/[CH:40]=[CH:41]/[C:42]([NH:44][CH2:45][CH2:46][OH:47])=[O:43])[CH2:35][C:34](=[O:36])[C:33]([CH:37]([CH3:39])[CH3:38])=[C:24]32)[C:15]1([CH3:51])[CH3:50])=[O:12])[C:3]([O:5]C(C)(C)C)=[O:4].C(O)(C(F)(F)F)=O, predict the reaction product. The product is: [OH:47][CH2:46][CH2:45][NH:44][C:42](=[O:43])/[CH:41]=[CH:40]/[C@:23]12[CH2:35][C:34](=[O:36])[C:33]([CH:37]([CH3:38])[CH3:39])=[C:24]1[C@@H:25]1[C@@:20]([CH3:48])([CH2:21][CH2:22]2)[C@@:19]2([CH3:49])[C@@H:28]([C@:29]3([CH3:32])[C@@H:16]([CH2:17][CH2:18]2)[C:15]([CH3:50])([CH3:51])[C@@H:14]([O:13][C:11](=[O:12])[CH2:10][C:2]([CH3:1])([CH3:52])[C:3]([OH:5])=[O:4])[CH2:31][CH2:30]3)[CH2:27][CH2:26]1. (7) Given the reactants [Cl:1][C:2]1[S:6][C:5]([C:7]([NH:9][CH2:10][C@H:11]2[C@H:19]3[N:14]([C:15]4[CH:23]=[CH:22][C:21]([C:24]5[CH:29]=[CH:28][CH:27]=[CH:26][C:25]=5[S:30]([NH:33]C(C)(C)C)(=[O:32])=[O:31])=[CH:20][C:16]=4[O:17][CH2:18]3)[C:13](=[O:38])[O:12]2)=[O:8])=[CH:4][CH:3]=1.CC(=O)OCC, predict the reaction product. The product is: [Cl:1][C:2]1[S:6][C:5]([C:7]([NH:9][CH2:10][C@H:11]2[C@H:19]3[N:14]([C:15]4[CH:23]=[CH:22][C:21]([C:24]5[CH:29]=[CH:28][CH:27]=[CH:26][C:25]=5[S:30]([NH2:33])(=[O:31])=[O:32])=[CH:20][C:16]=4[O:17][CH2:18]3)[C:13](=[O:38])[O:12]2)=[O:8])=[CH:4][CH:3]=1.